From a dataset of Tyrosyl-DNA phosphodiesterase HTS with 341,365 compounds. Binary Classification. Given a drug SMILES string, predict its activity (active/inactive) in a high-throughput screening assay against a specified biological target. (1) The molecule is Fc1c(N(C(=O)COc2c3c(n(CC)c(=O)c2)cccc3)C)cccc1. The result is 0 (inactive). (2) The molecule is S1\C(=C\c2cc3CC(Oc3cc2)C)C(=O)N(C1=S)C. The result is 0 (inactive). (3) The molecule is O1C(CC(CC1C)=C)c1c(OCC(O)CN2CCCCC2)cccc1. The result is 0 (inactive). (4) The molecule is O=C1N(C2CCCCCCC2)C(c2c1cccc2)C(=O)NCc1cccnc1. The result is 0 (inactive). (5) The compound is Clc1c(cc(N2C(=O)C3C4CC(C3C2=O)CC4)cc1)C(=O)N1CC(CCC1)C. The result is 0 (inactive). (6) The compound is O(c1ccc(NC(=O)c2cc3nccnc3cc2)cc1)C. The result is 0 (inactive). (7) The result is 1 (active). The drug is S(Cc1ccc(cc1)C)c1sc(SCC(=O)NN\C=C2\c3c(N=C2)cccc3)nn1. (8) The drug is Fc1c(C2N(C(=O)C3C2C=CCC3C)Cc2ccccc2)ccc(c1)/C=C\c1ccccc1. The result is 0 (inactive). (9) The compound is S(c1n(CCCC)c(nn1)c1c(occ1)C)CC(=O)N1c2c(NC(=O)C1)cccc2. The result is 0 (inactive). (10) The compound is O(c1ccc(N2CCN(CC2)c2c([N+]([O-])=O)cc(cc2)c2onc(n2)c2ccc(OC)cc2)cc1)C. The result is 0 (inactive).